This data is from Catalyst prediction with 721,799 reactions and 888 catalyst types from USPTO. The task is: Predict which catalyst facilitates the given reaction. Reactant: F[C:2]1[CH:7]=[CH:6][C:5]([N+:8]([O-:10])=[O:9])=[CH:4][C:3]=1[CH3:11].[NH:12]1[CH2:17][CH2:16][O:15][CH2:14][CH2:13]1.C([O-])([O-])=O.[K+].[K+].CN(C=O)C. Product: [CH3:11][C:3]1[CH:4]=[C:5]([N+:8]([O-:10])=[O:9])[CH:6]=[CH:7][C:2]=1[N:12]1[CH2:17][CH2:16][O:15][CH2:14][CH2:13]1. The catalyst class is: 6.